This data is from Full USPTO retrosynthesis dataset with 1.9M reactions from patents (1976-2016). The task is: Predict the reactants needed to synthesize the given product. (1) Given the product [CH3:23][N:21]([CH3:22])[CH2:20][CH2:19][NH:18][C:10]1[C:11]2[C:12](=[O:17])[C:13]3[CH:14]=[CH:15][N:16]=[C:4]([NH:2][CH3:1])[C:5]=3[C:6]=2[C:7]2[CH:27]=[CH:26][C:25]([O:28][CH3:29])=[CH:24][C:8]=2[N:9]=1, predict the reactants needed to synthesize it. The reactants are: [CH3:1][NH2:2].Cl[C:4]1[C:5]2[C:6]3[C:7]4[CH:27]=[CH:26][C:25]([O:28][CH3:29])=[CH:24][C:8]=4[N:9]=[C:10]([NH:18][CH2:19][CH2:20][N:21]([CH3:23])[CH3:22])[C:11]=3[C:12](=[O:17])[C:13]=2[CH:14]=[CH:15][N:16]=1. (2) The reactants are: [F:1][CH:2]([F:37])[C:3]1[CH:8]=[CH:7][C:6]([C:9]2[O:10][C:11]3[CH:21]=[C:20]([N:22]([CH3:27])[S:23]([CH3:26])(=[O:25])=[O:24])[C:19](B4OC(C)(C)C(C)(C)O4)=[CH:18][C:12]=3[C:13]=2[C:14]([NH:16][CH3:17])=[O:15])=[CH:5][CH:4]=1.Cl[C:39]1[CH:48]=[CH:47][C:46]2[CH2:45][CH2:44][N:43]3[C:49]4[CH:50]=[CH:51][CH:52]=[C:53]([F:56])[C:54]=4[CH:55]=[C:42]3[C:41]=2[N:40]=1.C([O-])([O-])=O.[Na+].[Na+].CC(C1C=C(C(C)C)C(C2C=CC=CC=2P(C2CCCCC2)C2CCCCC2)=C(C(C)C)C=1)C. Given the product [F:1][CH:2]([F:37])[C:3]1[CH:8]=[CH:7][C:6]([C:9]2[O:10][C:11]3[CH:21]=[C:20]([N:22]([CH3:27])[S:23]([CH3:26])(=[O:24])=[O:25])[C:19]([C:39]4[CH:48]=[CH:47][C:46]5[CH2:45][CH2:44][N:43]6[C:49]7[CH:50]=[CH:51][CH:52]=[C:53]([F:56])[C:54]=7[CH:55]=[C:42]6[C:41]=5[N:40]=4)=[CH:18][C:12]=3[C:13]=2[C:14]([NH:16][CH3:17])=[O:15])=[CH:5][CH:4]=1, predict the reactants needed to synthesize it. (3) Given the product [O:16]=[S:15]1(=[O:17])[O:1][CH2:2][CH2:3][C:4]2[C:12]1=[CH:11][CH:10]=[C:9]1[NH:8][C:7](=[O:13])[CH2:6][C:5]1=2, predict the reactants needed to synthesize it. The reactants are: [OH:1][CH2:2][CH2:3][C:4]1[CH:12]=[CH:11][CH:10]=[C:9]2[C:5]=1[CH2:6][C:7](=[O:13])[NH:8]2.Cl[S:15](O)(=[O:17])=[O:16]. (4) Given the product [F:17][C:16]([F:19])([F:18])[C:13]1[CH:14]=[CH:15][C:10]([NH:1][C@H:2]([CH2:7][CH3:8])[CH2:3][C:4]([OH:6])=[O:5])=[CH:11][CH:12]=1, predict the reactants needed to synthesize it. The reactants are: [NH2:1][C@H:2]([CH2:7][CH3:8])[CH2:3][C:4]([OH:6])=[O:5].Br[C:10]1[CH:15]=[CH:14][C:13]([C:16]([F:19])([F:18])[F:17])=[CH:12][CH:11]=1.C(=O)([O-])[O-].[K+].[K+].Cl. (5) Given the product [F:1][C:2]1[CH:9]=[CH:8][C:5]([CH:6]([OH:7])[C:12]#[CH:13])=[CH:4][CH:3]=1, predict the reactants needed to synthesize it. The reactants are: [F:1][C:2]1[CH:9]=[CH:8][C:5]([CH:6]=[O:7])=[CH:4][CH:3]=1.[NH4+].[Cl-].[CH2:12]1COC[CH2:13]1. (6) Given the product [CH3:24][C:22]1[NH:23][C:19]([CH:17]=[C:9]2[C:8]3[C:12](=[CH:13][CH:14]=[CH:15][C:7]=3[C:4]3[CH:5]=[CH:6][N:1]=[CH:2][CH:3]=3)[NH:11][C:10]2=[O:16])=[C:20]([CH3:30])[C:21]=1[CH2:25][CH2:26][C:27]([OH:29])=[O:28], predict the reactants needed to synthesize it. The reactants are: [N:1]1[CH:6]=[CH:5][C:4]([C:7]2[CH:15]=[CH:14][CH:13]=[C:12]3[C:8]=2[CH2:9][C:10](=[O:16])[NH:11]3)=[CH:3][CH:2]=1.[CH:17]([C:19]1[NH:23][C:22]([CH3:24])=[C:21]([CH2:25][CH2:26][C:27]([OH:29])=[O:28])[C:20]=1[CH3:30])=O.